Dataset: Reaction yield outcomes from USPTO patents with 853,638 reactions. Task: Predict the reaction yield, written as a fraction of the theoretical maximum amount of product (1.0 means a 100% yield; for example, 0.34 means a 34% yield). (1) The reactants are [CH3:1][C:2]1[N:3]=[C:4]([NH:7][C:8]2[CH:18]=[C:17]([O:19][C:20]3[C:29]4[C:24](=[CH:25][CH:26]=[CH:27][CH:28]=4)[CH:23]=[CH:22][CH:21]=3)[C:11]([C:12]([O:14]CC)=[O:13])=[CH:10][N:9]=2)[S:5][CH:6]=1.O.[OH-].[Li+]. The catalyst is C1COCC1.O. The product is [CH3:1][C:2]1[N:3]=[C:4]([NH:7][C:8]2[CH:18]=[C:17]([O:19][C:20]3[C:29]4[C:24](=[CH:25][CH:26]=[CH:27][CH:28]=4)[CH:23]=[CH:22][CH:21]=3)[C:11]([C:12]([OH:14])=[O:13])=[CH:10][N:9]=2)[S:5][CH:6]=1. The yield is 0.655. (2) The reactants are Cl.[CH2:2]([N:9]1[CH2:16][CH:15]2[CH2:17][CH:11]([CH:12]([CH3:26])[N:13](C(OC(C)(C)C)=O)[CH:14]2[CH3:18])[CH2:10]1)[C:3]1[CH:8]=[CH:7][CH:6]=[CH:5][CH:4]=1. The catalyst is C(OCC)(=O)C. The product is [CH2:2]([N:9]1[CH2:10][CH:11]2[CH2:17][CH:15]([CH:14]([CH3:18])[NH:13][CH:12]2[CH3:26])[CH2:16]1)[C:3]1[CH:4]=[CH:5][CH:6]=[CH:7][CH:8]=1. The yield is 1.00. (3) The reactants are [OH:1][CH:2]([C:37]1[CH:42]=[CH:41][C:40]([O:43][CH3:44])=[CH:39][CH:38]=1)[C@H:3]1[CH2:8][CH2:7][C@H:6]([N:9]2[C:14](=[O:15])[C:13]([CH2:16][C:17]3[CH:22]=[CH:21][C:20]([C:23]4[C:24]([C:29]#[N:30])=[CH:25][CH:26]=[CH:27][CH:28]=4)=[CH:19][CH:18]=3)=[C:12]([CH2:31][CH2:32][CH3:33])[N:11]3[N:34]=[CH:35][N:36]=[C:10]23)[CH2:5][CH2:4]1.C(N(CC)CC)C.Cl. The catalyst is CS(C)=O. The product is [CH3:44][O:43][C:40]1[CH:39]=[CH:38][C:37]([C:2]([C@H:3]2[CH2:4][CH2:5][C@H:6]([N:9]3[C:14](=[O:15])[C:13]([CH2:16][C:17]4[CH:22]=[CH:21][C:20]([C:23]5[C:24]([C:29]#[N:30])=[CH:25][CH:26]=[CH:27][CH:28]=5)=[CH:19][CH:18]=4)=[C:12]([CH2:31][CH2:32][CH3:33])[N:11]4[N:34]=[CH:35][N:36]=[C:10]34)[CH2:7][CH2:8]2)=[O:1])=[CH:42][CH:41]=1. The yield is 0.770. (4) The reactants are Cl[C:2]1[CH:3]=[CH:4][C:5]([N+:10]([O-:12])=[O:11])=[C:6]([NH:8][CH3:9])[CH:7]=1.[NH2:13][C:14]1[C:19]([CH3:20])=[CH:18][C:17]([OH:21])=[CH:16][C:15]=1[CH3:22].CC(C)([O-])C.[K+].O. The catalyst is CN(C)C(=O)C. The product is [NH2:13][C:14]1[C:19]([CH3:20])=[CH:18][C:17]([O:21][C:2]2[CH:3]=[CH:4][C:5]([N+:10]([O-:12])=[O:11])=[C:6]([NH:8][CH3:9])[CH:7]=2)=[CH:16][C:15]=1[CH3:22]. The yield is 0.800. (5) The reactants are [H-].[Al+3].[Li+].[H-].[H-].[H-].[C:7](OC)(=[O:19])[CH2:8][CH2:9][CH2:10][CH2:11][CH2:12][CH2:13][CH2:14][CH:15]=[CH:16][CH2:17][CH3:18]. The catalyst is O1CCCC1. The product is [CH2:7]([OH:19])[CH2:8][CH2:9][CH2:10][CH2:11][CH2:12][CH2:13][CH2:14][CH:15]=[CH:16][CH2:17][CH3:18]. The yield is 0.950. (6) The reactants are [Cl:1][C:2]1[CH:7]=[CH:6][CH:5]=[C:4]([Cl:8])[C:3]=1[C:9]1[C:13]([CH2:14][O:15][C:16]2[CH:21]=[CH:20][C:19]([NH:22][C:23]3[CH:24]=[CH:25][CH:26]=[C:27]4[C:32]=3[CH:31]=[C:30]([C:33]([O:35]C)=[O:34])[CH:29]=[CH:28]4)=[CH:18][CH:17]=2)=[C:12]([CH:37]([CH3:39])[CH3:38])[O:11][N:10]=1.[OH-].[Li+].O1CCOCC1. The catalyst is O1CCCC1. The product is [Cl:8][C:4]1[CH:5]=[CH:6][CH:7]=[C:2]([Cl:1])[C:3]=1[C:9]1[C:13]([CH2:14][O:15][C:16]2[CH:17]=[CH:18][C:19]([NH:22][C:23]3[CH:24]=[CH:25][CH:26]=[C:27]4[C:32]=3[CH:31]=[C:30]([C:33]([OH:35])=[O:34])[CH:29]=[CH:28]4)=[CH:20][CH:21]=2)=[C:12]([CH:37]([CH3:39])[CH3:38])[O:11][N:10]=1. The yield is 0.0710.